Dataset: Full USPTO retrosynthesis dataset with 1.9M reactions from patents (1976-2016). Task: Predict the reactants needed to synthesize the given product. (1) Given the product [Br:1][C:2]1[CH:10]=[C:9]2[C:5]([C:6]3([CH2:12][CH2:13][C:14]([O:21][CH2:20][CH2:19][Cl:18])([O:17][CH2:27][CH2:33][Cl:34])[CH2:15][CH2:16]3)[C:7](=[O:11])[NH:8]2)=[CH:4][CH:3]=1, predict the reactants needed to synthesize it. The reactants are: [Br:1][C:2]1[CH:10]=[C:9]2[C:5]([C:6]3([CH2:16][CH2:15][C:14](=[O:17])[CH2:13][CH2:12]3)[C:7](=[O:11])[NH:8]2)=[CH:4][CH:3]=1.[Cl:18][CH2:19][CH2:20][OH:21].CS(O)(=O)=O.[C:27](=O)([O-])O.[Na+].Cl[CH2:33][Cl:34]. (2) The reactants are: [Br:1][C:2]1[CH:3]=[C:4]2[C:8](=[C:9]([C:11]([O:13][CH3:14])=[O:12])[CH:10]=1)[NH:7][CH2:6][CH2:5]2. Given the product [Br:1][C:2]1[CH:3]=[C:4]2[C:8](=[C:9]([C:11]([O:13][CH3:14])=[O:12])[CH:10]=1)[NH:7][CH:6]=[CH:5]2, predict the reactants needed to synthesize it. (3) Given the product [Cl:1][C:2]1[CH:3]=[CH:4][C:5]2[N:11]3[C:12]([CH3:16])=[C:13]([CH3:15])[N:14]=[C:10]3[C@@H:9]([CH2:17][CH2:18][C:72]([N:61]3[CH2:67][CH2:68][CH:69]([CH2:52][CH2:53][C:54]([O:56][CH2:57][CH3:58])=[O:55])[CH2:64][CH2:65]3)=[O:73])[O:8][C@H:7]([C:22]3[CH:27]=[CH:26][CH:25]=[C:24]([O:28][CH3:29])[C:23]=3[O:30][CH3:31])[C:6]=2[CH:32]=1, predict the reactants needed to synthesize it. The reactants are: [Cl:1][C:2]1[CH:3]=[CH:4][C:5]2[N:11]3[C:12]([CH3:16])=[C:13]([CH3:15])[N:14]=[C:10]3[C@@H:9]([CH2:17][CH2:18]C(O)=O)[O:8][C@H:7]([C:22]3[CH:27]=[CH:26][CH:25]=[C:24]([O:28][CH3:29])[C:23]=3[O:30][CH3:31])[C:6]=2[CH:32]=1.Cl.C(N=C=NCCCN(C)C)C.Cl.N1([CH2:52][CH2:53][C:54]([O:56][CH2:57][CH3:58])=[O:55])CCNCC1.O.O[N:61]1[C:65]2C=[CH:67][CH:68]=[CH:69][C:64]=2N=N1.CN(C)[CH:72]=[O:73]. (4) Given the product [CH3:1][C@H:2]1[N:8]2[C:9]3[CH:10]=[C:11]([C:16]([OH:18])=[O:17])[CH:12]=[CH:13][C:14]=3[CH:15]=[C:7]2[C:6](=[O:19])[NH:5][CH2:4][CH2:3]1, predict the reactants needed to synthesize it. The reactants are: [CH3:1][C@H:2]1[N:8]2[C:9]3[CH:10]=[C:11]([C:16]([O-:18])=[O:17])[CH:12]=[CH:13][C:14]=3[CH:15]=[C:7]2[C:6](=[O:19])[NH:5][CH2:4][CH2:3]1.[OH-].[Na+].Cl. (5) Given the product [CH2:73]([O:72][C:70]([NH:62][C@@H:63]([CH:64]([CH3:66])[CH3:65])[C:67]([O:30][CH2:29][C@@H:4]1[C@@H:3]([O:2][C:1]([O:38][CH2:39][C:40]2[CH:45]=[CH:44][CH:43]=[CH:42][CH:41]=2)=[O:46])[CH2:7][C@H:6]([N:8]2[CH:13]=[C:12]3[CH:14]=[C:15]([C:17]4[CH:18]=[CH:19][C:20]([CH2:23][CH2:24][CH2:25][CH2:26][CH3:27])=[CH:21][CH:22]=4)[O:16][C:11]3=[N:10][C:9]2=[O:28])[O:5]1)=[O:68])=[O:71])[C:74]1[CH:79]=[CH:78][CH:77]=[CH:76][CH:75]=1, predict the reactants needed to synthesize it. The reactants are: [C:1](=[O:46])([O:38][CH2:39][C:40]1[CH:45]=[CH:44][CH:43]=[CH:42][CH:41]=1)[O:2][C@H:3]1[CH2:7][C@H:6]([N:8]2[CH:13]=[C:12]3[CH:14]=[C:15]([C:17]4[CH:22]=[CH:21][C:20]([CH2:23][CH2:24][CH2:25][CH2:26][CH3:27])=[CH:19][CH:18]=4)[O:16][C:11]3=[N:10][C:9]2=[O:28])[O:5][C@@H:4]1[CH2:29][O:30][Si](C(C)(C)C)(C)C.C1CCC(N=C=NC2CCCCC2)CC1.[NH:62]([C:70]([O:72][CH2:73][C:74]1[CH:79]=[CH:78][CH:77]=[CH:76][CH:75]=1)=[O:71])[C@H:63]([C:67](O)=[O:68])[CH:64]([CH3:66])[CH3:65].